Dataset: Full USPTO retrosynthesis dataset with 1.9M reactions from patents (1976-2016). Task: Predict the reactants needed to synthesize the given product. (1) The reactants are: [NH2:1][C:2]1[N:7]=[C:6]([C:8]2[O:9][CH:10]=[CH:11][CH:12]=2)[C:5]([C:13]2[CH:14]=[CH:15][C:16](=[O:19])[NH:17][CH:18]=2)=[C:4]([C:20]2[O:21][CH:22]=[CH:23][CH:24]=2)[N:3]=1.[CH2:25](I)[CH2:26][CH2:27][CH3:28]. Given the product [NH2:1][C:2]1[N:3]=[C:4]([C:20]2[O:21][CH:22]=[CH:23][CH:24]=2)[C:5]([C:13]2[CH:14]=[CH:15][C:16](=[O:19])[N:17]([CH2:25][CH2:26][CH2:27][CH3:28])[CH:18]=2)=[C:6]([C:8]2[O:9][CH:10]=[CH:11][CH:12]=2)[N:7]=1, predict the reactants needed to synthesize it. (2) Given the product [OH:27][C:28]1[C:33]2[C:34](=[O:37])/[C:35](=[CH:25]/[C:4]3[C:5]4[C:6](=[N:7][CH:8]=[CH:9][C:10]=4[N:11]4[CH2:16][CH2:15][CH:14]([C:17]([N:19]5[CH2:24][CH2:23][O:22][CH2:21][CH2:20]5)=[O:18])[CH2:13][CH2:12]4)[N:2]([CH3:1])[CH:3]=3)/[O:36][C:32]=2[CH:31]=[CH:30][CH:29]=1, predict the reactants needed to synthesize it. The reactants are: [CH3:1][N:2]1[C:6]2=[N:7][CH:8]=[CH:9][C:10]([N:11]3[CH2:16][CH2:15][CH:14]([C:17]([N:19]4[CH2:24][CH2:23][O:22][CH2:21][CH2:20]4)=[O:18])[CH2:13][CH2:12]3)=[C:5]2[C:4]([CH:25]=O)=[CH:3]1.[OH:27][C:28]1[C:33]2[C:34](=[O:37])[CH2:35][O:36][C:32]=2[CH:31]=[CH:30][CH:29]=1. (3) Given the product [Br:13][CH2:14][CH2:15][CH2:16][CH2:17][CH2:18][CH2:19][O:1][N:2]1[C:3](=[O:12])[CH:4]2[CH:5]([CH:8]=[CH:9][CH:10]=[CH:11]2)[C:6]1=[O:7], predict the reactants needed to synthesize it. The reactants are: [OH:1][N:2]1[C:6](=[O:7])[C:5]2=[CH:8][CH:9]=[CH:10][CH:11]=[C:4]2[C:3]1=[O:12].[Br:13][CH2:14][CH2:15][CH2:16][CH2:17][CH2:18][CH2:19]Br.C(N(CC)CC)C. (4) The reactants are: [OH:1][C:2]1[CH:7]=[CH:6][C:5]([CH:8]([C:14]#[C:15][CH3:16])[CH2:9][C:10]([O:12][CH3:13])=[O:11])=[CH:4][CH:3]=1.[CH3:17][CH:18]([CH2:21]O)[CH2:19][OH:20].C1(P(C2C=CC=CC=2)C2C=CC=CC=2)C=CC=CC=1.N(C(OC(C)C)=O)=NC(OC(C)C)=O. Given the product [OH:20][CH2:19][CH:18]([CH3:21])[CH2:17][O:1][C:2]1[CH:3]=[CH:4][C:5]([CH:8]([C:14]#[C:15][CH3:16])[CH2:9][C:10]([O:12][CH3:13])=[O:11])=[CH:6][CH:7]=1, predict the reactants needed to synthesize it. (5) Given the product [N:8]1([C:5]2[CH:6]=[CH:7][C:2]([NH:1][S:41]([C:31]3[C:40]4[C:35](=[CH:36][CH:37]=[CH:38][CH:39]=4)[CH:34]=[CH:33][CH:32]=3)(=[O:43])=[O:42])=[C:3]([NH:21][S:22]([C:25]3[CH:30]=[CH:29][CH:28]=[CH:27][CH:26]=3)(=[O:24])=[O:23])[CH:4]=2)[CH2:13][CH2:12][NH:11][CH2:10][CH2:9]1, predict the reactants needed to synthesize it. The reactants are: [NH2:1][C:2]1[CH:7]=[CH:6][C:5]([N:8]2[CH2:13][CH2:12][N:11](C(OC(C)(C)C)=O)[CH2:10][CH2:9]2)=[CH:4][C:3]=1[NH:21][S:22]([C:25]1[CH:30]=[CH:29][CH:28]=[CH:27][CH:26]=1)(=[O:24])=[O:23].[C:31]1([S:41](Cl)(=[O:43])=[O:42])[C:40]2[C:35](=[CH:36][CH:37]=[CH:38][CH:39]=2)[CH:34]=[CH:33][CH:32]=1. (6) Given the product [Cl:46][C:47]1[N:48]=[C:49]([CH:55]2[CH2:56][CH2:57]2)[NH:50][C:51]=1[C:52]([NH:33][CH2:32][C:29]1[CH:30]=[CH:31][C:26]([Cl:25])=[C:27]([O:35][C:36]2[C:45]3[C:40](=[CH:41][CH:42]=[CH:43][CH:44]=3)[CH:39]=[CH:38][CH:37]=2)[C:28]=1[F:34])=[O:53], predict the reactants needed to synthesize it. The reactants are: CN(C(ON1N=NC2C=CC=NC1=2)=[N+](C)C)C.F[P-](F)(F)(F)(F)F.[Cl:25][C:26]1[CH:31]=[CH:30][C:29]([CH2:32][NH2:33])=[C:28]([F:34])[C:27]=1[O:35][C:36]1[C:45]2[C:40](=[CH:41][CH:42]=[CH:43][CH:44]=2)[CH:39]=[CH:38][CH:37]=1.[Cl:46][C:47]1[N:48]=[C:49]([CH:55]2[CH2:57][CH2:56]2)[NH:50][C:51]=1[C:52](O)=[O:53].C(N(C(C)C)CC)(C)C.